Dataset: Catalyst prediction with 721,799 reactions and 888 catalyst types from USPTO. Task: Predict which catalyst facilitates the given reaction. (1) Reactant: [CH3:1][S:2](Cl)(=[O:4])=[O:3].[C:6]([O:10][C:11]([N:13]1[CH2:17][CH2:16][C@H:15]([OH:18])[C@H:14]1[C:19](=[O:24])[N:20]([O:22][CH3:23])[CH3:21])=[O:12])([CH3:9])([CH3:8])[CH3:7].C(N(CC)CC)C. Product: [C:6]([O:10][C:11]([N:13]1[CH2:17][CH2:16][C@H:15]([O:18][S:2]([CH3:1])(=[O:4])=[O:3])[C@H:14]1[C:19](=[O:24])[N:20]([O:22][CH3:23])[CH3:21])=[O:12])([CH3:9])([CH3:8])[CH3:7]. The catalyst class is: 4. (2) Reactant: [F:1][C:2]1[CH:3]=[C:4]2[C:8](=[CH:9][C:10]=1[F:11])[NH:7][CH:6]=[C:5]2[I:12].[H-].[Na+].[C:15]1([S:21](Cl)(=[O:23])=[O:22])[CH:20]=[CH:19][CH:18]=[CH:17][CH:16]=1. Product: [F:1][C:2]1[CH:3]=[C:4]2[C:8](=[CH:9][C:10]=1[F:11])[N:7]([S:21]([C:15]1[CH:20]=[CH:19][CH:18]=[CH:17][CH:16]=1)(=[O:23])=[O:22])[CH:6]=[C:5]2[I:12]. The catalyst class is: 1. (3) Reactant: C(OC([NH:8][C@@H:9]([CH2:18]/[CH:19]=[CH:20]/[C:21]1[CH:26]=[CH:25][C:24]([NH:27][C:28](=[O:57])[C:29]2[CH:34]=[CH:33][C:32]([NH:35][C:36]3[N:45]=[CH:44][C:43]4[N:42]([CH3:46])[C:41](=[O:47])[C@@H:40]([CH2:48][CH3:49])[N:39]([CH:50]5[CH2:54][CH2:53][CH2:52][CH2:51]5)[C:38]=4[N:37]=3)=[C:31]([O:55][CH3:56])[CH:30]=2)=[CH:23][CH:22]=1)[C:10]([O:12][CH:13]1[CH2:17][CH2:16][CH2:15][CH2:14]1)=[O:11])=O)(C)(C)C.Cl.O1CCOCC1. Product: [NH2:8][C@@H:9]([CH2:18]/[CH:19]=[CH:20]/[C:21]1[CH:22]=[CH:23][C:24]([NH:27][C:28](=[O:57])[C:29]2[CH:34]=[CH:33][C:32]([NH:35][C:36]3[N:45]=[CH:44][C:43]4[N:42]([CH3:46])[C:41](=[O:47])[C@@H:40]([CH2:48][CH3:49])[N:39]([CH:50]5[CH2:51][CH2:52][CH2:53][CH2:54]5)[C:38]=4[N:37]=3)=[C:31]([O:55][CH3:56])[CH:30]=2)=[CH:25][CH:26]=1)[C:10]([O:12][CH:13]1[CH2:14][CH2:15][CH2:16][CH2:17]1)=[O:11]. The catalyst class is: 2. (4) Reactant: [Si:1]([O:8][CH2:9][CH:10]1[CH:18]2[O:19][C:20](=[O:21])[CH:12]([CH:13]3[CH:17]2[O:16][C:15]([CH3:23])([CH3:22])[O:14]3)[NH:11]1)([C:4]([CH3:7])([CH3:6])[CH3:5])([CH3:3])[CH3:2].[CH3:24][NH2:25]. Product: [Si:1]([O:8][CH2:9][C@H:10]1[NH:11][C@H:12]([C:20]([NH:25][CH3:24])=[O:21])[C@H:13]2[O:14][C:15]([CH3:23])([CH3:22])[O:16][C@H:17]2[C@@H:18]1[OH:19])([C:4]([CH3:7])([CH3:6])[CH3:5])([CH3:3])[CH3:2]. The catalyst class is: 1. (5) The catalyst class is: 1. Reactant: Br[C:2]1[C:7]2[CH:8]=[C:9]([CH3:11])[O:10][C:6]=2[C:5]([F:12])=[C:4]([F:13])[C:3]=1[O:14][CH2:15][O:16][CH2:17][CH2:18][O:19][CH3:20].[Li]CCCC.[CH:26](N1CCOCC1)=[O:27].Cl. Product: [F:13][C:4]1[C:5]([F:12])=[C:6]2[O:10][C:9]([CH3:11])=[CH:8][C:7]2=[C:2]([CH:26]=[O:27])[C:3]=1[O:14][CH2:15][O:16][CH2:17][CH2:18][O:19][CH3:20]. (6) Reactant: [F:1][C:2]1[C:7]([N:8]2[CH2:13][CH2:12][N:11]([CH3:14])[CH2:10][CH2:9]2)=[CH:6][CH:5]=[C:4]([N+:15]([O-])=O)[C:3]=1[NH2:18].Cl.O(N)C.N1C=CC=CC=1. Product: [F:1][C:2]1[C:7]([N:8]2[CH2:13][CH2:12][N:11]([CH3:14])[CH2:10][CH2:9]2)=[CH:6][CH:5]=[C:4]([NH2:15])[C:3]=1[NH2:18]. The catalyst class is: 8. (7) Reactant: [CH3:1][NH:2][S:3]([C:6]1[CH:11]=[CH:10][C:9]([O:12][CH2:13][C:14]#[C:15][CH3:16])=[CH:8][CH:7]=1)(=[O:5])=[O:4].Br[CH:18]([C:23]1[CH:28]=[CH:27][C:26]([Cl:29])=[CH:25][CH:24]=1)[C:19]([O:21][CH3:22])=[O:20].C(=O)([O-])[O-].[K+].[K+].O. Product: [CH2:13]([O:12][C:9]1[CH:10]=[CH:11][C:6]([S:3]([N:2]([CH3:1])[CH:18]([C:23]2[CH:28]=[CH:27][C:26]([Cl:29])=[CH:25][CH:24]=2)[C:19]([O:21][CH3:22])=[O:20])(=[O:5])=[O:4])=[CH:7][CH:8]=1)[C:14]#[C:15][CH3:16]. The catalyst class is: 57. (8) Reactant: [CH2:1]([O:3][C:4](=[O:24])[C:5]([OH:23])([C:19]([F:22])([F:21])[F:20])[CH2:6][C:7]([C:10]1[CH:15]=[C:14]([F:16])[CH:13]=[CH:12][C:11]=1[O:17]C)([CH3:9])[CH3:8])[CH3:2].B(Br)(Br)Br.C(Cl)(Cl)Cl.C([O-])(O)=O.[Na+]. Product: [CH2:1]([O:3][C:4](=[O:24])[C:5]([OH:23])([C:19]([F:20])([F:21])[F:22])[CH2:6][C:7]([C:10]1[CH:15]=[C:14]([F:16])[CH:13]=[CH:12][C:11]=1[OH:17])([CH3:9])[CH3:8])[CH3:2]. The catalyst class is: 4. (9) Reactant: [CH2:1]([O:8][C:9]1[CH:10]=[CH:11][C:12]2[C:13]3[N:21]([CH2:22][CH2:23][CH2:24][CH2:25][NH:26]C(=O)OC(C)(C)C)[C:20]([CH2:34][O:35][CH2:36][CH3:37])=[N:19][C:14]=3[CH:15]=[N:16][C:17]=2[CH:18]=1)[C:2]1[CH:7]=[CH:6][CH:5]=[CH:4][CH:3]=1.[ClH:38]. Product: [ClH:38].[ClH:38].[CH2:1]([O:8][C:9]1[CH:10]=[CH:11][C:12]2[C:13]3[N:21]([CH2:22][CH2:23][CH2:24][CH2:25][NH2:26])[C:20]([CH2:34][O:35][CH2:36][CH3:37])=[N:19][C:14]=3[CH:15]=[N:16][C:17]=2[CH:18]=1)[C:2]1[CH:7]=[CH:6][CH:5]=[CH:4][CH:3]=1. The catalyst class is: 8.